Dataset: Peptide-MHC class II binding affinity with 134,281 pairs from IEDB. Task: Regression. Given a peptide amino acid sequence and an MHC pseudo amino acid sequence, predict their binding affinity value. This is MHC class II binding data. (1) The peptide sequence is GAGKTRRFLPQILAEHHHHHH. The MHC is HLA-DQA10102-DQB10501 with pseudo-sequence HLA-DQA10102-DQB10501. The binding affinity (normalized) is 0.484. (2) The peptide sequence is SRPYNIYPHGITDVHPLYSR. The MHC is DRB1_0701 with pseudo-sequence DRB1_0701. The binding affinity (normalized) is 0. (3) The peptide sequence is AGQPPQTKLEGLLPD. The MHC is DRB1_0101 with pseudo-sequence DRB1_0101. The binding affinity (normalized) is 0.0145. (4) The peptide sequence is RKELLVTFKNAHAKK. The MHC is DRB1_0405 with pseudo-sequence DRB1_0405. The binding affinity (normalized) is 0.682. (5) The peptide sequence is AALPAVGAAAGAPAA. The MHC is DRB1_1001 with pseudo-sequence DRB1_1001. The binding affinity (normalized) is 0.429. (6) The peptide sequence is AAGGWDSLAAELATT. The MHC is DRB1_1201 with pseudo-sequence DRB1_1201. The binding affinity (normalized) is 0.198. (7) The peptide sequence is VVLRKRQGPKQMLVG. The MHC is DRB1_0801 with pseudo-sequence DRB1_0801. The binding affinity (normalized) is 0.489. (8) The peptide sequence is LMVVVIPEPGQQRSI. The MHC is DRB1_0701 with pseudo-sequence DRB1_0701. The binding affinity (normalized) is 0.374.